This data is from NCI-60 drug combinations with 297,098 pairs across 59 cell lines. The task is: Regression. Given two drug SMILES strings and cell line genomic features, predict the synergy score measuring deviation from expected non-interaction effect. (1) Drug 1: CC1CCC2CC(C(=CC=CC=CC(CC(C(=O)C(C(C(=CC(C(=O)CC(OC(=O)C3CCCCN3C(=O)C(=O)C1(O2)O)C(C)CC4CCC(C(C4)OC)O)C)C)O)OC)C)C)C)OC. Drug 2: CC1=C(N=C(N=C1N)C(CC(=O)N)NCC(C(=O)N)N)C(=O)NC(C(C2=CN=CN2)OC3C(C(C(C(O3)CO)O)O)OC4C(C(C(C(O4)CO)O)OC(=O)N)O)C(=O)NC(C)C(C(C)C(=O)NC(C(C)O)C(=O)NCCC5=NC(=CS5)C6=NC(=CS6)C(=O)NCCC[S+](C)C)O. Cell line: LOX IMVI. Synergy scores: CSS=37.3, Synergy_ZIP=-3.57, Synergy_Bliss=0.220, Synergy_Loewe=1.52, Synergy_HSA=2.50. (2) Drug 1: C1=CC(=CC=C1CCCC(=O)O)N(CCCl)CCCl. Drug 2: CNC(=O)C1=NC=CC(=C1)OC2=CC=C(C=C2)NC(=O)NC3=CC(=C(C=C3)Cl)C(F)(F)F. Cell line: OVCAR-4. Synergy scores: CSS=-3.01, Synergy_ZIP=-7.27, Synergy_Bliss=-7.49, Synergy_Loewe=-20.4, Synergy_HSA=-9.96. (3) Drug 1: COC1=CC(=CC(=C1O)OC)C2C3C(COC3=O)C(C4=CC5=C(C=C24)OCO5)OC6C(C(C7C(O6)COC(O7)C8=CC=CS8)O)O. Drug 2: C#CCC(CC1=CN=C2C(=N1)C(=NC(=N2)N)N)C3=CC=C(C=C3)C(=O)NC(CCC(=O)O)C(=O)O. Cell line: SN12C. Synergy scores: CSS=33.9, Synergy_ZIP=-4.65, Synergy_Bliss=-3.53, Synergy_Loewe=-1.98, Synergy_HSA=-2.21. (4) Drug 1: CC1CCC2CC(C(=CC=CC=CC(CC(C(=O)C(C(C(=CC(C(=O)CC(OC(=O)C3CCCCN3C(=O)C(=O)C1(O2)O)C(C)CC4CCC(C(C4)OC)O)C)C)O)OC)C)C)C)OC. Drug 2: C(CCl)NC(=O)N(CCCl)N=O. Cell line: NCI-H226. Synergy scores: CSS=8.61, Synergy_ZIP=-3.27, Synergy_Bliss=2.32, Synergy_Loewe=0.237, Synergy_HSA=0.632. (5) Drug 2: CC1=C(C(=O)C2=C(C1=O)N3CC4C(C3(C2COC(=O)N)OC)N4)N. Synergy scores: CSS=24.5, Synergy_ZIP=0.531, Synergy_Bliss=-1.43, Synergy_Loewe=-4.30, Synergy_HSA=-5.07. Drug 1: C#CCC(CC1=CN=C2C(=N1)C(=NC(=N2)N)N)C3=CC=C(C=C3)C(=O)NC(CCC(=O)O)C(=O)O. Cell line: HCT116. (6) Drug 1: CC1=C(N=C(N=C1N)C(CC(=O)N)NCC(C(=O)N)N)C(=O)NC(C(C2=CN=CN2)OC3C(C(C(C(O3)CO)O)O)OC4C(C(C(C(O4)CO)O)OC(=O)N)O)C(=O)NC(C)C(C(C)C(=O)NC(C(C)O)C(=O)NCCC5=NC(=CS5)C6=NC(=CS6)C(=O)NCCC[S+](C)C)O. Drug 2: CC1CCCC2(C(O2)CC(NC(=O)CC(C(C(=O)C(C1O)C)(C)C)O)C(=CC3=CSC(=N3)C)C)C. Cell line: K-562. Synergy scores: CSS=54.0, Synergy_ZIP=-0.698, Synergy_Bliss=-0.333, Synergy_Loewe=-2.90, Synergy_HSA=0.591.